Task: Predict the product of the given reaction.. Dataset: Forward reaction prediction with 1.9M reactions from USPTO patents (1976-2016) (1) The product is: [C:1]([O-:8])(=[O:7])[CH2:2][CH2:3][C:4]([O-:6])=[O:5].[N:9]1[C:18]2[CH:17]=[C:16]3[CH2:19][CH2:20][NH2+:21][CH2:22][CH2:23][C:15]3=[CH:14][C:13]=2[N:12]=[CH:11][CH:10]=1.[N:9]1[C:1]2[CH:15]=[C:16]3[CH2:19][CH2:20][NH2+:21][CH2:22][CH2:23][C:4]3=[CH:3][C:2]=2[N:12]=[CH:11][CH:10]=1. Given the reactants [C:1]([OH:8])(=[O:7])[CH2:2][CH2:3][C:4]([OH:6])=[O:5].[N:9]1[C:18]2[CH:17]=[C:16]3[CH2:19][CH2:20][NH:21][CH2:22][CH2:23][C:15]3=[CH:14][C:13]=2[N:12]=[CH:11][CH:10]=1, predict the reaction product. (2) Given the reactants [Cl:1][C:2]1[C:3]2[NH:10][CH:9]=[CH:8][C:4]=2[N:5]=[CH:6][N:7]=1.[Cl:11][C:12]1[CH:13]=[C:14]([CH:16]=[CH:17][C:18]=1[O:19][CH2:20][C:21]1[CH:26]=[CH:25][CH:24]=[C:23]([F:27])[CH:22]=1)[NH2:15], predict the reaction product. The product is: [ClH:1].[Cl:11][C:12]1[CH:13]=[C:14]([NH:15][C:2]2[C:3]3[NH:10][CH:9]=[CH:8][C:4]=3[N:5]=[CH:6][N:7]=2)[CH:16]=[CH:17][C:18]=1[O:19][CH2:20][C:21]1[CH:26]=[CH:25][CH:24]=[C:23]([F:27])[CH:22]=1. (3) Given the reactants [NH2:1][C:2]1[CH:3]=[C:4]([C:8]2[CH:13]=[CH:12][C:11]([CH2:14][C@@H:15]([NH:22][C:23](=[O:30])[CH2:24][CH2:25][C:26]([O:28][CH3:29])=[O:27])[CH2:16][C:17]([O:19][CH2:20][CH3:21])=[O:18])=[CH:10][CH:9]=2)[CH:5]=[CH:6][CH:7]=1.CCN(CC)CC.[CH3:38][C:39](OC(C)=O)=[O:40], predict the reaction product. The product is: [C:39]([NH:1][C:2]1[CH:3]=[C:4]([C:8]2[CH:9]=[CH:10][C:11]([CH2:14][C@@H:15]([NH:22][C:23](=[O:30])[CH2:24][CH2:25][C:26]([O:28][CH3:29])=[O:27])[CH2:16][C:17]([O:19][CH2:20][CH3:21])=[O:18])=[CH:12][CH:13]=2)[CH:5]=[CH:6][CH:7]=1)(=[O:40])[CH3:38]. (4) Given the reactants NCC1C=C(C2C=CC=C3C=2CCCN3C(=O)CCCOC2C=CC=C(C)C=2C)C=CC=1.CC1C(C)=CC=CC=1OCCCC(N1C2C(=C(C3C=C(C=CC=3)CNC(=O)OC(C)(C)C)C=CC=2)CCC1)=O.[CH3:72][C:73]1[C:114]([CH3:115])=[CH:113][CH:112]=[CH:111][C:74]=1[O:75][CH2:76][CH2:77][CH2:78][C:79]([N:81]1[C:90]2[C:85](=[C:86]([C:91]3[N:92]=[N:93][N:94]([CH2:96][C:97]4[CH:98]=[C:99]([NH:103]C(=O)OC(C)(C)C)[CH:100]=[CH:101][CH:102]=4)[N:95]=3)[CH:87]=[CH:88][CH:89]=2)[CH2:84][CH2:83][CH2:82]1)=[O:80], predict the reaction product. The product is: [NH2:103][C:99]1[CH:98]=[C:97]([CH:102]=[CH:101][CH:100]=1)[CH2:96][N:94]1[N:93]=[N:92][C:91]([C:86]2[CH:87]=[CH:88][CH:89]=[C:90]3[C:85]=2[CH2:84][CH2:83][CH2:82][N:81]3[C:79](=[O:80])[CH2:78][CH2:77][CH2:76][O:75][C:74]2[CH:111]=[CH:112][CH:113]=[C:114]([CH3:115])[C:73]=2[CH3:72])=[N:95]1.